Dataset: Peptide-MHC class I binding affinity with 185,985 pairs from IEDB/IMGT. Task: Regression. Given a peptide amino acid sequence and an MHC pseudo amino acid sequence, predict their binding affinity value. This is MHC class I binding data. (1) The peptide sequence is DHIRFISEL. The MHC is Mamu-B1001 with pseudo-sequence Mamu-B1001. The binding affinity (normalized) is 1.00. (2) The peptide sequence is SRYFGNVRL. The MHC is HLA-B35:01 with pseudo-sequence HLA-B35:01. The binding affinity (normalized) is 0.0847. (3) The peptide sequence is RSGAYVSAI. The MHC is HLA-A32:01 with pseudo-sequence HLA-A32:01. The binding affinity (normalized) is 0.451.